Dataset: NCI-60 drug combinations with 297,098 pairs across 59 cell lines. Task: Regression. Given two drug SMILES strings and cell line genomic features, predict the synergy score measuring deviation from expected non-interaction effect. (1) Drug 1: C1=CN(C(=O)N=C1N)C2C(C(C(O2)CO)O)O.Cl. Drug 2: CC1=C(C(=O)C2=C(C1=O)N3CC4C(C3(C2COC(=O)N)OC)N4)N. Cell line: HOP-62. Synergy scores: CSS=68.1, Synergy_ZIP=-1.15, Synergy_Bliss=-2.75, Synergy_Loewe=-1.85, Synergy_HSA=2.90. (2) Drug 2: CCCCC(=O)OCC(=O)C1(CC(C2=C(C1)C(=C3C(=C2O)C(=O)C4=C(C3=O)C=CC=C4OC)O)OC5CC(C(C(O5)C)O)NC(=O)C(F)(F)F)O. Drug 1: CC1=C(N=C(N=C1N)C(CC(=O)N)NCC(C(=O)N)N)C(=O)NC(C(C2=CN=CN2)OC3C(C(C(C(O3)CO)O)O)OC4C(C(C(C(O4)CO)O)OC(=O)N)O)C(=O)NC(C)C(C(C)C(=O)NC(C(C)O)C(=O)NCCC5=NC(=CS5)C6=NC(=CS6)C(=O)NCCC[S+](C)C)O. Cell line: K-562. Synergy scores: CSS=40.0, Synergy_ZIP=7.44, Synergy_Bliss=10.8, Synergy_Loewe=6.72, Synergy_HSA=11.0. (3) Drug 1: CC1=CC2C(CCC3(C2CCC3(C(=O)C)OC(=O)C)C)C4(C1=CC(=O)CC4)C. Drug 2: CCC(=C(C1=CC=CC=C1)C2=CC=C(C=C2)OCCN(C)C)C3=CC=CC=C3.C(C(=O)O)C(CC(=O)O)(C(=O)O)O. Cell line: 786-0. Synergy scores: CSS=-3.27, Synergy_ZIP=-0.312, Synergy_Bliss=-6.08, Synergy_Loewe=-7.57, Synergy_HSA=-7.57. (4) Drug 1: C1C(C(OC1N2C=NC3=C(N=C(N=C32)Cl)N)CO)O. Drug 2: CCC1=C2CN3C(=CC4=C(C3=O)COC(=O)C4(CC)O)C2=NC5=C1C=C(C=C5)O. Cell line: SK-OV-3. Synergy scores: CSS=13.5, Synergy_ZIP=-7.02, Synergy_Bliss=-3.73, Synergy_Loewe=-14.6, Synergy_HSA=-4.33. (5) Drug 1: C#CCC(CC1=CN=C2C(=N1)C(=NC(=N2)N)N)C3=CC=C(C=C3)C(=O)NC(CCC(=O)O)C(=O)O. Drug 2: C1C(C(OC1N2C=NC3=C2NC=NCC3O)CO)O. Cell line: SK-MEL-5. Synergy scores: CSS=3.51, Synergy_ZIP=3.57, Synergy_Bliss=-3.04, Synergy_Loewe=0.461, Synergy_HSA=-2.90. (6) Drug 1: CC(C1=C(C=CC(=C1Cl)F)Cl)OC2=C(N=CC(=C2)C3=CN(N=C3)C4CCNCC4)N. Drug 2: CCCCCOC(=O)NC1=NC(=O)N(C=C1F)C2C(C(C(O2)C)O)O. Cell line: HT29. Synergy scores: CSS=-0.441, Synergy_ZIP=-0.455, Synergy_Bliss=3.21, Synergy_Loewe=-5.19, Synergy_HSA=0.0680. (7) Drug 1: C1=NC2=C(N1)C(=S)N=CN2. Drug 2: CC1C(C(CC(O1)OC2CC(CC3=C2C(=C4C(=C3O)C(=O)C5=CC=CC=C5C4=O)O)(C(=O)C)O)N)O. Cell line: HCC-2998. Synergy scores: CSS=60.8, Synergy_ZIP=-7.19, Synergy_Bliss=-5.00, Synergy_Loewe=-27.1, Synergy_HSA=-3.16.